Task: Predict the reactants needed to synthesize the given product.. Dataset: Full USPTO retrosynthesis dataset with 1.9M reactions from patents (1976-2016) (1) The reactants are: FC(F)(F)S(O[C:7]1[CH:16]=[CH:15][CH:14]=[C:13]2[C:8]=1[CH2:9][CH2:10][C:11](=[O:17])[NH:12]2)(=O)=O.[CH3:20][N:21](C=O)C. Given the product [C:20]([C:7]1[CH:16]=[CH:15][CH:14]=[C:13]2[C:8]=1[CH2:9][CH2:10][C:11](=[O:17])[NH:12]2)#[N:21], predict the reactants needed to synthesize it. (2) Given the product [CH3:18][N:5]1[C:6]([C:7]2[CH:8]=[C:9]([C:14]([O:16][CH3:17])=[O:15])[S:10][C:11]=2[CH2:12][CH3:13])=[C:2]([CH3:19])[CH:3]=[N:4]1, predict the reactants needed to synthesize it. The reactants are: Br[C:2]1[CH:3]=[N:4][N:5]([CH3:18])[C:6]=1[C:7]1[CH:8]=[C:9]([C:14]([O:16][CH3:17])=[O:15])[S:10][C:11]=1[CH2:12][CH3:13].[C:19](=O)([O-])[O-].[K+].[K+].CB1OB(C)OB(C)O1. (3) Given the product [OH:25][C@@H:24]1[C@H:23]([OH:26])[C@@H:22]([CH2:27][OH:28])[O:21][C@H:20]1[N:14]1[CH:13]=[N:12][C:11]2[C:15]1=[N:16][C:17]([C:45]([NH:35][CH2:36][CH2:37][N:38]1[CH2:43][CH2:42][CH2:41][CH2:40][CH2:39]1)=[O:44])=[N:18][C:10]=2[NH:9][CH2:8][CH:7]([C:29]1[CH:34]=[CH:33][CH:32]=[CH:31][CH:30]=1)[C:1]1[CH:6]=[CH:5][CH:4]=[CH:3][CH:2]=1, predict the reactants needed to synthesize it. The reactants are: [C:1]1([CH:7]([C:29]2[CH:34]=[CH:33][CH:32]=[CH:31][CH:30]=2)[CH2:8][NH:9][C:10]2[N:18]=[C:17](I)[N:16]=[C:15]3[C:11]=2[N:12]=[CH:13][N:14]3[C@H:20]2[C@H:24]([OH:25])[C@H:23]([OH:26])[C@@H:22]([CH2:27][OH:28])[O:21]2)[CH:6]=[CH:5][CH:4]=[CH:3][CH:2]=1.[NH2:35][CH2:36][CH2:37][N:38]1[CH2:43][CH2:42][CH2:41][CH2:40][CH2:39]1.[O:44]1CCC[CH2:45]1. (4) Given the product [CH3:1][C:2]12[NH:23][C:10]([CH3:17])([CH2:11][CH2:13][CH2:14]1)[CH2:25][C:24](=[O:27])[CH2:3]2, predict the reactants needed to synthesize it. The reactants are: [CH3:1][C:2](=O)[CH2:3]CCC(=O)C.[CH2:10]([C:17](O)=O)[C:11]([CH2:13][C:14](O)=O)=O.[OH-].[K+].[Cl-].[NH4+:23].[C:24]([O-:27])(=O)[CH3:25].[Na+].Cl.C(=O)=O. (5) Given the product [F:66][C:59]1[C:60]2[C:65](=[CH:64][CH:63]=[CH:62][CH:61]=2)[C:56]([NH:52][C:51]2[CH:53]=[CH:54][C:48]([F:47])=[CH:49][CH:50]=2)=[CH:57][CH:58]=1, predict the reactants needed to synthesize it. The reactants are: C1C=CC(P(C2C(C3C(P(C4C=CC=CC=4)C4C=CC=CC=4)=CC=C4C=3C=CC=C4)=C3C(C=CC=C3)=CC=2)C2C=CC=CC=2)=CC=1.[F:47][C:48]1[CH:54]=[CH:53][C:51]([NH2:52])=[CH:50][CH:49]=1.Br[C:56]1[C:65]2[C:60](=[CH:61][CH:62]=[CH:63][CH:64]=2)[C:59]([F:66])=[CH:58][CH:57]=1.C(=O)([O-])[O-].[Cs+].[Cs+]. (6) Given the product [N:9]1[C:10]2[C:5](=[CH:4][CH:3]=[C:2]([NH:1][C:26]([C:23]3[CH:22]=[CH:21][C:20]4[C:19]5[C:14](=[CH:15][CH:16]=[CH:17][CH:18]=5)[C:13](=[O:12])[C:25]=4[CH:24]=3)=[O:27])[CH:11]=2)[CH:6]=[CH:7][CH:8]=1, predict the reactants needed to synthesize it. The reactants are: [NH2:1][C:2]1[CH:11]=[C:10]2[C:5]([CH:6]=[CH:7][CH:8]=[N:9]2)=[CH:4][CH:3]=1.[O:12]=[C:13]1[C:25]2[CH:24]=[C:23]([C:26](O)=[O:27])[CH:22]=[CH:21][C:20]=2[C:19]2[C:14]1=[CH:15][CH:16]=[CH:17][CH:18]=2.Cl.CN(C)CCCN=C=NCC. (7) The reactants are: Br[C:2]1[N:7]=[C:6]([Cl:8])[C:5]([NH:9][C:10](=[O:13])[CH2:11][CH3:12])=[C:4]([CH3:14])[CH:3]=1.[CH3:15][C:16]([CH3:20])=[CH:17][Mg]Br. Given the product [Cl:8][C:6]1[C:5]([NH:9][C:10](=[O:13])[CH2:11][CH3:12])=[C:4]([CH3:14])[CH:3]=[C:2]([CH:15]=[C:16]([CH3:20])[CH3:17])[N:7]=1, predict the reactants needed to synthesize it. (8) The reactants are: Br[C:2]1[CH:7]=[C:6]([Br:8])[CH:5]=[CH:4][N:3]=1.[Br-].[CH:10]1([Zn+])[CH2:12][CH2:11]1.C([O-])(O)=O.[Na+]. Given the product [Br:8][C:6]1[CH:5]=[CH:4][N:3]=[C:2]([CH:10]2[CH2:12][CH2:11]2)[CH:7]=1, predict the reactants needed to synthesize it. (9) Given the product [NH2:1][C:2]1[C:11]2[N:12]=[C:13]([CH2:40][CH2:41][O:42][CH3:43])[N:14]([CH2:15][CH2:16][CH2:17][N:18]([CH2:27][C:28]3[C:29]([F:39])=[C:30]([CH:36]=[CH:37][CH:38]=3)[O:31][CH2:32][C:33]([O:35][CH:44]([CH3:46])[CH3:45])=[O:34])[C:19](=[O:26])[CH2:20][N:21]([CH2:24][CH3:25])[CH2:22][CH3:23])[C:10]=2[C:9]2[CH:8]=[CH:7][CH:6]=[CH:5][C:4]=2[N:3]=1, predict the reactants needed to synthesize it. The reactants are: [NH2:1][C:2]1[C:11]2[N:12]=[C:13]([CH2:40][CH2:41][O:42][CH3:43])[N:14]([CH2:15][CH2:16][CH2:17][N:18]([CH2:27][C:28]3[C:29]([F:39])=[C:30]([CH:36]=[CH:37][CH:38]=3)[O:31][CH2:32][C:33]([OH:35])=[O:34])[C:19](=[O:26])[CH2:20][N:21]([CH2:24][CH3:25])[CH2:22][CH3:23])[C:10]=2[C:9]2[CH:8]=[CH:7][CH:6]=[CH:5][C:4]=2[N:3]=1.[CH:44](O)([CH3:46])[CH3:45]. (10) The reactants are: [CH3:1][O:2][C:3]1[CH:8]=[C:7]([CH3:9])[C:6]([S:10]([N:13]2[CH2:18][CH2:17][CH2:16][CH2:15][CH:14]2[CH2:19][CH2:20][C:21](OCC)=[O:22])(=[O:12])=[O:11])=[C:5]([CH3:26])[CH:4]=1.[H-].[H-].[H-].[H-].[Li+].[Al+3].O.C1COCC1. Given the product [CH3:1][O:2][C:3]1[CH:4]=[C:5]([CH3:26])[C:6]([S:10]([N:13]2[CH2:18][CH2:17][CH2:16][CH2:15][CH:14]2[CH2:19][CH2:20][CH2:21][OH:22])(=[O:11])=[O:12])=[C:7]([CH3:9])[CH:8]=1, predict the reactants needed to synthesize it.